From a dataset of Reaction yield outcomes from USPTO patents with 853,638 reactions. Predict the reaction yield, written as a fraction of the theoretical maximum amount of product (1.0 means a 100% yield; for example, 0.34 means a 34% yield). (1) The reactants are [C:1]1([CH:7]([C:28]2[CH:33]=[CH:32][CH:31]=[CH:30][CH:29]=2)[N:8]2[C:16]3[C:11](=[CH:12][CH:13]=[CH:14][CH:15]=3)[CH:10]([C:17]3[C:25]([OH:26])=[CH:24][C:20]4[CH2:21][CH2:22][O:23][C:19]=4[CH:18]=3)[C:9]2=[O:27])[CH:6]=[CH:5][CH:4]=[CH:3][CH:2]=1.[CH2:34]=[O:35].C(NC(C)C)(C)C. The product is [C:28]1([CH:7]([C:1]2[CH:2]=[CH:3][CH:4]=[CH:5][CH:6]=2)[N:8]2[C:16]3[C:11](=[CH:12][CH:13]=[CH:14][CH:15]=3)[C:10]([C:17]3[C:25]([OH:26])=[CH:24][C:20]4[CH2:21][CH2:22][O:23][C:19]=4[CH:18]=3)([CH2:34][OH:35])[C:9]2=[O:27])[CH:33]=[CH:32][CH:31]=[CH:30][CH:29]=1. The catalyst is C1COCC1.C(OCC)(=O)C. The yield is 0.650. (2) The reactants are I[C:2]1[CH:7]=[CH:6][N:5]([CH3:8])[C:4](=[O:9])[CH:3]=1.[OH:10][C:11]([CH3:44])([CH3:43])[CH2:12][C@@:13]1([C:37]2[CH:42]=[CH:41][CH:40]=[CH:39][CH:38]=2)[O:18][C:17](=[O:19])[N:16]([C@H:20]([C:22]2[CH:27]=[CH:26][C:25](B3OC(C)(C)C(C)(C)O3)=[CH:24][CH:23]=2)[CH3:21])[CH2:15][CH2:14]1.C([O-])([O-])=O.[Cs+].[Cs+]. The catalyst is O1CCOCC1.Cl[Pd](Cl)([P](C1C=CC=CC=1)(C1C=CC=CC=1)C1C=CC=CC=1)[P](C1C=CC=CC=1)(C1C=CC=CC=1)C1C=CC=CC=1. The product is [OH:10][C:11]([CH3:43])([CH3:44])[CH2:12][C@@:13]1([C:37]2[CH:42]=[CH:41][CH:40]=[CH:39][CH:38]=2)[O:18][C:17](=[O:19])[N:16]([C@H:20]([C:22]2[CH:23]=[CH:24][C:25]([C:2]3[CH:7]=[CH:6][N:5]([CH3:8])[C:4](=[O:9])[CH:3]=3)=[CH:26][CH:27]=2)[CH3:21])[CH2:15][CH2:14]1. The yield is 0.280. (3) The reactants are [CH3:1][O:2][C:3]1[CH:8]=[CH:7][CH:6]=[CH:5][C:4]=1[N:9]1[CH2:15][CH2:14][CH2:13][N:12](C(OC(C)(C)C)=O)[CH2:11][CH2:10]1.[ClH:23]. No catalyst specified. The product is [ClH:23].[CH3:1][O:2][C:3]1[CH:8]=[CH:7][CH:6]=[CH:5][C:4]=1[N:9]1[CH2:15][CH2:14][CH2:13][NH:12][CH2:11][CH2:10]1. The yield is 0.850. (4) The reactants are CC([O-])(C)C.[K+].[CH3:7][C:8]1([C:12]([O:14]CC2C=CC=CC=2)=O)[CH2:11][O:10][CH2:9]1.[CH3:22][C:23]#[N:24]. The catalyst is C1COCC1. The product is [CH3:7][C:8]1([C:12](=[O:14])[CH2:22][C:23]#[N:24])[CH2:9][O:10][CH2:11]1. The yield is 0.560. (5) The reactants are [CH3:1][O:2][C:3]1[CH:4]=[N:5][C:6]2[CH:7]=[CH:8][CH:9]=[C:10]([OH:13])[C:11]=2[N:12]=1.C(N(CC)CC)C.C1C=CC(N([S:28]([C:31]([F:34])([F:33])[F:32])(=[O:30])=[O:29])[S:28]([C:31]([F:34])([F:33])[F:32])(=[O:30])=[O:29])=CC=1. The catalyst is ClCCl. The product is [CH3:1][O:2][C:3]1[CH:4]=[N:5][C:6]2[C:11]([N:12]=1)=[C:10]([O:13][S:28]([C:31]([F:34])([F:33])[F:32])(=[O:30])=[O:29])[CH:9]=[CH:8][CH:7]=2. The yield is 0.870. (6) The reactants are [CH:1]1([NH:6][C:7]2[C:8]3[N:9]([C:13]([C:24]4[CH:29]=[CH:28][N:27]=[C:26]([NH:30][CH:31]5[CH2:35][CH2:34][CH2:33][CH2:32]5)[N:25]=4)=[C:14]([C:16]4[CH:21]=[CH:20][C:19]([O:22]C)=[CH:18][CH:17]=4)[N:15]=3)[CH:10]=[CH:11][CH:12]=2)[CH2:5][CH2:4][CH2:3][CH2:2]1.B(Br)(Br)Br. The catalyst is ClCCl. The product is [CH:1]1([NH:6][C:7]2[C:8]3[N:9]([C:13]([C:24]4[CH:29]=[CH:28][N:27]=[C:26]([NH:30][CH:31]5[CH2:35][CH2:34][CH2:33][CH2:32]5)[N:25]=4)=[C:14]([C:16]4[CH:17]=[CH:18][C:19]([OH:22])=[CH:20][CH:21]=4)[N:15]=3)[CH:10]=[CH:11][CH:12]=2)[CH2:5][CH2:4][CH2:3][CH2:2]1. The yield is 0.700. (7) The reactants are B(Br)(Br)Br.[NH2:5][C:6]1[N:11]=[CH:10][N:9]=[C:8]2[N:12]([CH:16]([C:18]3[C:19]([O:37]C)=[C:20]([C:26]4[CH:27]=[CH:28][C:29]([C:32]([N:34]([CH3:36])[CH3:35])=[O:33])=[N:30][CH:31]=4)[C:21]([CH3:25])=[C:22]([Cl:24])[CH:23]=3)[CH3:17])[N:13]=[C:14]([CH3:15])[C:7]=12.Cl. The catalyst is C(Cl)Cl. The product is [NH2:5][C:6]1[N:11]=[CH:10][N:9]=[C:8]2[N:12]([CH:16]([C:18]3[C:19]([OH:37])=[C:20]([C:26]4[CH:27]=[CH:28][C:29]([C:32]([N:34]([CH3:36])[CH3:35])=[O:33])=[N:30][CH:31]=4)[C:21]([CH3:25])=[C:22]([Cl:24])[CH:23]=3)[CH3:17])[N:13]=[C:14]([CH3:15])[C:7]=12. The yield is 0.680. (8) The reactants are [CH:1]([N-]C(C)C)(C)[CH3:2].[Li+].[CH2:9]([O:11][C:12](=[O:21])[CH2:13][C:14]1[CH:19]=[CH:18][C:17]([Cl:20])=[CH:16][CH:15]=1)[CH3:10].O1[CH2:26][CH2:25][CH2:24][CH2:23]1.CN(C)P(N(C)C)(N(C)C)=O. The catalyst is CN(C)P(N(C)C)(N(C)C)=O.ICC1CCCC1. The product is [CH2:9]([O:11][C:12](=[O:21])[CH:13]([C:14]1[CH:19]=[CH:18][C:17]([Cl:20])=[CH:16][CH:15]=1)[CH2:23][CH:24]1[CH2:2][CH2:1][CH2:26][CH2:25]1)[CH3:10]. The yield is 0.909.